From a dataset of Full USPTO retrosynthesis dataset with 1.9M reactions from patents (1976-2016). Predict the reactants needed to synthesize the given product. (1) Given the product [Cl:1][C:2]1[N:7]=[CH:6][C:5]2[CH:8]=[N:9][N:10]([CH:12]3[CH2:13][CH2:14][CH2:15][CH2:16][O:11]3)[C:4]=2[CH:3]=1, predict the reactants needed to synthesize it. The reactants are: [Cl:1][C:2]1[N:7]=[CH:6][C:5]2[CH:8]=[N:9][NH:10][C:4]=2[CH:3]=1.[O:11]1[CH:16]=[CH:15][CH2:14][CH2:13][CH2:12]1.C1(C)C=CC(S(O)(=O)=O)=CC=1. (2) Given the product [CH3:59][NH:60][C:61](=[O:82])[CH2:62][NH:63][C:64](=[O:65])[NH:66][C:67]1[CH:72]=[CH:71][C:70]([C:38]2[N:39]=[C:40]([N:52]3[CH2:57][CH2:56][O:55][CH2:54][C@@H:53]3[CH3:58])[C:41]3[CH2:46][N:45]([C:47]([O:49][CH2:50][CH3:51])=[O:48])[CH2:44][C:42]=3[N:43]=2)=[CH:69][CH:68]=1, predict the reactants needed to synthesize it. The reactants are: C(NC(=O)NC1C=CC(C2N=C(N3CCOC[C@@H]3C)C3CCN(C(OC(C)(C)C)=O)CC=3N=2)=CC=1)C.Cl[C:38]1[N:39]=[C:40]([N:52]2[CH2:57][CH2:56][O:55][CH2:54][C@@H:53]2[CH3:58])[C:41]2[CH2:46][N:45]([C:47]([O:49][CH2:50][CH3:51])=[O:48])[CH2:44][C:42]=2[N:43]=1.[CH3:59][NH:60][C:61](=[O:82])[CH2:62][NH:63][C:64]([NH:66][C:67]1[CH:72]=[CH:71][C:70](B2OC(C)(C)C(C)(C)O2)=[CH:69][CH:68]=1)=[O:65].